Task: Predict the product of the given reaction.. Dataset: Forward reaction prediction with 1.9M reactions from USPTO patents (1976-2016) (1) Given the reactants Br[C:2]1[CH:7]=[CH:6][C:5]([N:8]2[CH:17]=[C:16]3[C:10]([CH2:11][CH2:12][N:13]([CH:18]4[CH2:21][CH2:20][CH2:19]4)[CH2:14][CH2:15]3)=[N:9]2)=[CH:4][CH:3]=1.[NH:22]1[CH2:27][CH2:26][O:25][CH2:24][CH2:23]1.C(=O)([O-])[O-].[Cs+].[Cs+].CC1(C)C2C=CC=C(P(C3C=CC=CC=3)C3C=CC=CC=3)C=2OC2C1=CC=CC=2P(C1C=CC=CC=1)C1C=CC=CC=1, predict the reaction product. The product is: [CH:18]1([N:13]2[CH2:14][CH2:15][C:16]3=[CH:17][N:8]([C:5]4[CH:6]=[CH:7][C:2]([N:22]5[CH2:27][CH2:26][O:25][CH2:24][CH2:23]5)=[CH:3][CH:4]=4)[N:9]=[C:10]3[CH2:11][CH2:12]2)[CH2:21][CH2:20][CH2:19]1. (2) Given the reactants [Si]([O:8][C@@H:9]1[C@H:17]2[C@@:13]([CH3:29])([C@@H:14]([C@@:18]3([CH3:28])[O:22][CH2:21][C@@H:20]([CH2:23][C:24]([CH3:27])([OH:26])[CH3:25])[CH2:19]3)[CH2:15][CH2:16]2)[CH2:12][CH2:11][CH2:10]1)(C(C)(C)C)(C)C.[N+](CCCC)(CCCC)(CCCC)CCCC.[F-].O.CCOC(C)=O, predict the reaction product. The product is: [OH:26][C:24]([CH3:27])([CH3:25])[CH2:23][C@@H:20]1[CH2:21][O:22][C@@:18]([C@@H:14]2[C@:13]3([CH3:29])[C@H:17]([C@@H:9]([OH:8])[CH2:10][CH2:11][CH2:12]3)[CH2:16][CH2:15]2)([CH3:28])[CH2:19]1. (3) The product is: [ClH:1].[N:20]1([C:18]2[N:17]=[CH:16][N:15]=[C:14]([N:11]3[C:10](=[O:26])[C:9]([C:5]4[CH:4]=[C:3]([C:27]#[N:28])[CH:8]=[N:7][CH:6]=4)=[CH:13][NH:12]3)[CH:19]=2)[CH2:25][CH2:24][O:23][CH2:22][CH2:21]1. Given the reactants [ClH:1].Br[C:3]1[CH:4]=[C:5]([C:9]2[C:10](=[O:26])[N:11]([C:14]3[CH:19]=[C:18]([N:20]4[CH2:25][CH2:24][O:23][CH2:22][CH2:21]4)[N:17]=[CH:16][N:15]=3)[NH:12][CH:13]=2)[CH:6]=[N:7][CH:8]=1.[CH3:27][N:28](C=O)C, predict the reaction product. (4) Given the reactants [CH3:1][O:2][P:3]([O:6]C)[O:4][CH3:5].[Cl:8][C:9]1[CH:16]=[CH:15][C:12]([CH2:13]Br)=[CH:11][CH:10]=1, predict the reaction product. The product is: [CH3:1][O:2][P:3]([CH2:13][C:12]1[CH:15]=[CH:16][C:9]([Cl:8])=[CH:10][CH:11]=1)(=[O:6])[O:4][CH3:5]. (5) Given the reactants [CH:1]([C:3]1[CH:11]=[C:10]2[C:6]([CH:7]=[CH:8][NH:9]2)=[C:5]([O:12][CH3:13])[CH:4]=1)=[CH2:2].[F:14][C:15]1[CH:16]=[C:17](B(O)O)[CH:18]=[CH:19][C:20]=1[O:21][CH3:22].C(N(CC)CC)C, predict the reaction product. The product is: [CH:1]([C:3]1[CH:11]=[C:10]2[C:6]([CH:7]=[CH:8][N:9]2[C:17]2[CH:18]=[CH:19][C:20]([O:21][CH3:22])=[C:15]([F:14])[CH:16]=2)=[C:5]([O:12][CH3:13])[CH:4]=1)=[CH2:2]. (6) Given the reactants I[C:2]1[CH:3]=[C:4]([O:8][CH3:9])[CH:5]=[CH:6][CH:7]=1.[C:10]([CH2:12][C:13]([O:15][CH2:16][CH3:17])=[O:14])#[N:11].C(=O)([O-])[O-].[K+].[K+].N1CCC[C@H]1C(O)=O.Cl, predict the reaction product. The product is: [C:10]([CH:12]([C:2]1[CH:7]=[CH:6][CH:5]=[C:4]([O:8][CH3:9])[CH:3]=1)[C:13]([O:15][CH2:16][CH3:17])=[O:14])#[N:11]. (7) Given the reactants CC1C=CC(S(O[CH2:12][C@@H:13]2[C@@H:18]([OH:19])[C@H:17]([OH:20])[C@@H:16]([OH:21])[C@H:15]([C:22]3[CH:27]=[CH:26][C:25]([Cl:28])=[C:24]([CH2:29][C:30]4[S:31][C:32]([C:35]5[O:36][CH:37]=[CH:38][CH:39]=5)=[CH:33][N:34]=4)[CH:23]=3)[O:14]2)(=O)=O)=CC=1.[F-:40].[K+].O, predict the reaction product. The product is: [Cl:28][C:25]1[CH:26]=[CH:27][C:22]([C@H:15]2[C@H:16]([OH:21])[C@@H:17]([OH:20])[C@H:18]([OH:19])[C@@H:13]([CH2:12][F:40])[O:14]2)=[CH:23][C:24]=1[CH2:29][C:30]1[S:31][C:32]([C:35]2[O:36][CH:37]=[CH:38][CH:39]=2)=[CH:33][N:34]=1.